From a dataset of Cav3 T-type calcium channel HTS with 100,875 compounds. Binary Classification. Given a drug SMILES string, predict its activity (active/inactive) in a high-throughput screening assay against a specified biological target. (1) The drug is S(=O)(=O)(NCc1sccc1)c1c(=O)n(c(=O)n(c1)C)C. The result is 0 (inactive). (2) The compound is Clc1c(NC(=O)COC(=O)COc2c(OC)cccc2)ncc(Cl)c1. The result is 0 (inactive). (3) The result is 0 (inactive). The compound is O1C(CCC1)C(=O)N(Cc1cc2c([nH]c1=O)cccc2)c1ccc(OC)cc1. (4) The drug is O=C1N(CCC(=O)Nc2ccc(CC)cc2)C(=O)c2ncccc12. The result is 0 (inactive). (5) The molecule is Clc1cc2N(C(=O)C(Oc2cc1)CC)CC(O)=O. The result is 0 (inactive).